Predict which catalyst facilitates the given reaction. From a dataset of Catalyst prediction with 721,799 reactions and 888 catalyst types from USPTO. Reactant: [NH:1]1[CH2:4][CH:3]([C:5]([O:7][C:8]([CH3:11])([CH3:10])[CH3:9])=[O:6])[CH2:2]1.[C:12]([CH2:14][C:15](=[NH:19])OCC)#[N:13]. Product: [C:12]([CH2:14][C:15]([N:1]1[CH2:2][CH:3]([C:5]([O:7][C:8]([CH3:11])([CH3:10])[CH3:9])=[O:6])[CH2:4]1)=[NH:19])#[N:13]. The catalyst class is: 14.